Task: Predict which catalyst facilitates the given reaction.. Dataset: Catalyst prediction with 721,799 reactions and 888 catalyst types from USPTO Reactant: Cl.[NH2:2][NH2:3].[CH3:4][C:5]1=[C:6]([CH3:12])[C:7]([O:9][C:10]1=O)=[O:8]. Product: [CH3:4][C:5]1[C:10](=[O:9])[NH:2][NH:3][C:7](=[O:8])[C:6]=1[CH3:12]. The catalyst class is: 6.